This data is from Forward reaction prediction with 1.9M reactions from USPTO patents (1976-2016). The task is: Predict the product of the given reaction. (1) The product is: [F:17][C@H:2]1[CH2:3][C@@:4]2([CH3:5])[C@@H:30]([CH2:31][CH2:32][C:33]2=[O:37])[C@H:29]2[C@H:20]1[C@@H:21]1[C:26]([CH2:27][CH2:28]2)=[CH:25][C:24](=[O:38])[CH2:23][CH2:22]1. Given the reactants F[C:2]([F:17])(S(F)(=O)=O)[C:3](F)(F)[C:4](F)(F)[C:5](F)(F)F.O[C@H]1C[C@@]2(C)[C@@H:30]([CH2:31][CH2:32][C:33]2=[O:37])[C@H:29]2[C@H:20]1[C@@H:21]1[C:26]([CH2:27][CH2:28]2)=[CH:25][C:24](=[O:38])[CH2:23][CH2:22]1, predict the reaction product. (2) Given the reactants [Cl:1][C:2]1[N:7]=[CH:6][C:5]([NH:8][C:9]([C:11]2[CH:16]=[CH:15][C:14]([Br:17])=[CH:13][N:12]=2)=[O:10])=[CH:4][C:3]=1[C:18]1([CH2:25][F:26])[CH2:23][O:22][CH2:21][C:20](=S)[NH:19]1.C(OO)(C)(C)C.[O-]S([O-])(=S)=O.[Na+].[Na+].[NH3:40], predict the reaction product. The product is: [ClH:1].[NH2:40][C:20]1[CH2:21][O:22][CH2:23][C:18]([C:3]2[CH:4]=[C:5]([NH:8][C:9]([C:11]3[CH:16]=[CH:15][C:14]([Br:17])=[CH:13][N:12]=3)=[O:10])[CH:6]=[N:7][C:2]=2[Cl:1])([CH2:25][F:26])[N:19]=1. (3) Given the reactants [C:1](Cl)(=O)[CH2:2][CH:3]([CH3:5])[CH3:4].[C:8]([O:12][C:13](=[O:45])[N:14]([CH3:44])[C@H:15]([C:17](=[O:43])[NH:18][C@@H:19]1[C:25](=[O:26])[N:24]([CH2:27][C:28]2[C:37]3[C:32](=[CH:33][CH:34]=[CH:35][CH:36]=3)[CH:31]=[CH:30][C:29]=2[CH3:38])[C:23]2[CH:39]=[CH:40][CH:41]=[CH:42][C:22]=2[NH:21][CH2:20]1)[CH3:16])([CH3:11])([CH3:10])[CH3:9], predict the reaction product. The product is: [C:8]([O:12][C:13](=[O:45])[N:14]([CH3:44])[C@H:15]([C:17](=[O:43])[NH:18][C@@H:19]1[C:25](=[O:26])[N:24]([CH2:27][C:28]2[C:37]3[C:32](=[CH:33][CH:34]=[CH:35][CH:36]=3)[CH:31]=[CH:30][C:29]=2[CH3:38])[C:23]2[CH:39]=[CH:40][CH:41]=[CH:42][C:22]=2[N:21]([CH2:1][CH2:2][CH:3]([CH3:5])[CH3:4])[CH2:20]1)[CH3:16])([CH3:11])([CH3:9])[CH3:10]. (4) Given the reactants Br[C:2]1[CH:7]=[CH:6][CH:5]=[C:4]([C:8]([CH:10]2[CH2:15][CH2:14][N:13]([C:16]([O:18][C:19]([CH3:22])([CH3:21])[CH3:20])=[O:17])[CH2:12][CH2:11]2)=[O:9])[N:3]=1.[CH3:23][NH:24][C:25](=[O:35])[C:26]1[C:31]([F:32])=[CH:30][C:29]([F:33])=[CH:28][C:27]=1[F:34].C1C=CC(P(C2C(C3C(P(C4C=CC=CC=4)C4C=CC=CC=4)=CC=C4C=3C=CC=C4)=C3C(C=CC=C3)=CC=2)C2C=CC=CC=2)=CC=1.CC(C)([O-])C.[Na+], predict the reaction product. The product is: [F:32][C:31]1[CH:30]=[C:29]([F:33])[CH:28]=[C:27]([F:34])[C:26]=1[C:25]([N:24]([CH3:23])[C:2]1[CH:7]=[CH:6][CH:5]=[C:4]([C:8]([CH:10]2[CH2:15][CH2:14][N:13]([C:16]([O:18][C:19]([CH3:22])([CH3:21])[CH3:20])=[O:17])[CH2:12][CH2:11]2)=[O:9])[N:3]=1)=[O:35]. (5) Given the reactants C(OC([NH:8][CH2:9][C:10]1[O:14][N:13]=[C:12]([CH:15]2[CH2:17][CH2:16]2)[CH:11]=1)=O)(C)(C)C.Cl, predict the reaction product. The product is: [NH2:8][CH2:9][C:10]1[O:14][N:13]=[C:12]([CH:15]2[CH2:17][CH2:16]2)[CH:11]=1. (6) Given the reactants Cl.[CH3:2][C:3]1[CH:8]=[CH:7][C:6]([CH3:9])=[CH:5][C:4]=1[N:10]1[CH2:15][CH2:14][N:13]([C:16]([C@@H:18]2[C@H:23]([C:24]3[CH:29]=[CH:28][CH:27]=[CH:26][CH:25]=3)[CH2:22][CH2:21][NH:20][CH2:19]2)=[O:17])[CH2:12][CH2:11]1.[Cl:30][C:31]1[CH:32]=[C:33]([S:37](Cl)(=[O:39])=[O:38])[CH:34]=[CH:35][CH:36]=1.C=O, predict the reaction product. The product is: [Cl:30][C:31]1[CH:32]=[C:33]([S:37]([N:20]2[CH2:21][CH2:22][C@@H:23]([C:24]3[CH:29]=[CH:28][CH:27]=[CH:26][CH:25]=3)[C@@H:18]([C:16]([N:13]3[CH2:12][CH2:11][N:10]([C:4]4[CH:5]=[C:6]([CH3:9])[CH:7]=[CH:8][C:3]=4[CH3:2])[CH2:15][CH2:14]3)=[O:17])[CH2:19]2)(=[O:39])=[O:38])[CH:34]=[CH:35][CH:36]=1.